Dataset: Reaction yield outcomes from USPTO patents with 853,638 reactions. Task: Predict the reaction yield, written as a fraction of the theoretical maximum amount of product (1.0 means a 100% yield; for example, 0.34 means a 34% yield). The reactants are [H-].[Na+].[NH:3]1[CH:7]=[CH:6][N:5]=[CH:4]1.Br[CH2:9][C:10]([O:12][CH2:13][CH3:14])=[O:11]. The catalyst is C1COCC1.O. The product is [CH2:13]([O:12][C:10](=[O:11])[CH2:9][N:3]1[CH:7]=[CH:6][N:5]=[CH:4]1)[CH3:14]. The yield is 0.650.